Dataset: Full USPTO retrosynthesis dataset with 1.9M reactions from patents (1976-2016). Task: Predict the reactants needed to synthesize the given product. (1) Given the product [CH2:14]([O:16][C:17](=[O:27])[CH2:18][CH2:19][C:20]1[CH:21]=[CH:22][C:23]([O:26][CH2:37][CH:36]=[C:35]([C:32]2[CH:31]=[CH:30][C:29]([Br:28])=[CH:34][CH:33]=2)[C:39]2[CH:40]=[CH:41][C:42]([Br:45])=[CH:43][CH:44]=2)=[CH:24][CH:25]=1)[CH3:15], predict the reactants needed to synthesize it. The reactants are: C(P(CCCC)CCCC)CCC.[CH2:14]([O:16][C:17](=[O:27])[CH2:18][CH2:19][C:20]1[CH:25]=[CH:24][C:23]([OH:26])=[CH:22][CH:21]=1)[CH3:15].[Br:28][C:29]1[CH:34]=[CH:33][C:32]([C:35]([C:39]2[CH:44]=[CH:43][C:42]([Br:45])=[CH:41][CH:40]=2)=[CH:36][CH2:37]O)=[CH:31][CH:30]=1. (2) Given the product [CH3:1][C:2]1([CH3:9])[CH2:7][CH2:6][CH2:5][C:4](=[N:11][OH:12])[CH2:3]1, predict the reactants needed to synthesize it. The reactants are: [CH3:1][C:2]1([CH3:9])[CH2:7][CH2:6][CH2:5][C:4](=O)[CH2:3]1.Cl.[NH2:11][OH:12].C(=O)([O-])[O-].[Na+].[Na+]. (3) Given the product [CH2:1]([N:8]1[CH2:13][CH2:12][C@@H:11]([C:14]2[CH:19]=[CH:18][C:17]([F:20])=[CH:16][CH:15]=2)[C@H:10]([CH2:27][OH:26])[CH2:9]1)[C:2]1[CH:3]=[CH:4][CH:5]=[CH:6][CH:7]=1, predict the reactants needed to synthesize it. The reactants are: [CH2:1]([N:8]1[CH2:13][CH2:12][C@@H:11]([C:14]2[CH:19]=[CH:18][C:17]([F:20])=[CH:16][CH:15]=2)[C@H:10](CC(O)=O)[C:9]1=O)[C:2]1[CH:7]=[CH:6][CH:5]=[CH:4][CH:3]=1.[O:26]1CCC[CH2:27]1.